This data is from Forward reaction prediction with 1.9M reactions from USPTO patents (1976-2016). The task is: Predict the product of the given reaction. (1) Given the reactants [CH3:1][O:2][C:3]1[CH:40]=[CH:39][C:6]([CH2:7][N:8]([CH2:30][C:31]2[CH:36]=[CH:35][C:34]([O:37][CH3:38])=[CH:33][CH:32]=2)[C:9]2[N:14]=[CH:13][C:12]([C:15]3[C:16]4[CH2:29][CH2:28][NH:27][C:17]=4[N:18]=[C:19]([N:21]4[CH2:26][CH2:25][O:24][CH2:23][CH2:22]4)[N:20]=3)=[CH:11][N:10]=2)=[CH:5][CH:4]=1.Br[C:42]1[CH:50]=[CH:49][C:45]([C:46]([OH:48])=[O:47])=[CH:44][CH:43]=1.CC(C1C=C(C(C)C)C(C2C=CC=CC=2P(C2CCCCC2)C2CCCCC2)=C(C(C)C)C=1)C.P([O-])([O-])([O-])=O.[K+].[K+].[K+].Cl, predict the reaction product. The product is: [CH3:38][O:37][C:34]1[CH:33]=[CH:32][C:31]([CH2:30][N:8]([CH2:7][C:6]2[CH:5]=[CH:4][C:3]([O:2][CH3:1])=[CH:40][CH:39]=2)[C:9]2[N:10]=[CH:11][C:12]([C:15]3[C:16]4[CH2:29][CH2:28][N:27]([C:42]5[CH:50]=[CH:49][C:45]([C:46]([OH:48])=[O:47])=[CH:44][CH:43]=5)[C:17]=4[N:18]=[C:19]([N:21]4[CH2:26][CH2:25][O:24][CH2:23][CH2:22]4)[N:20]=3)=[CH:13][N:14]=2)=[CH:36][CH:35]=1. (2) Given the reactants [CH3:1][C:2]1[CH:7]=[CH:6][CH:5]=[C:4]([CH3:8])[C:3]=1[OH:9].[Cl-].[Mg+2].[Cl-].[P:13]([Cl:17])(Cl)(Cl)=[O:14], predict the reaction product. The product is: [C:3]1([O:9][P:13]([Cl:17])(=[O:14])[O:9][C:3]2[C:4]([CH3:8])=[CH:5][CH:6]=[CH:7][C:2]=2[CH3:1])[C:4]([CH3:8])=[CH:5][CH:6]=[CH:7][C:2]=1[CH3:1]. (3) Given the reactants [CH2:1]([O:3][C:4]([C:6]1([C:9]#[N:10])[CH2:8][CH2:7]1)=[O:5])[CH3:2].[CH3:11][C:12](O)([CH2:14][CH:15]([OH:17])[CH3:16])[CH3:13], predict the reaction product. The product is: [CH2:1]([O:3][C:4]([C:6]1([C:9]2[O:17][CH:15]([CH3:16])[CH2:14][C:12]([CH3:13])([CH3:11])[N:10]=2)[CH2:8][CH2:7]1)=[O:5])[CH3:2].